From a dataset of Full USPTO retrosynthesis dataset with 1.9M reactions from patents (1976-2016). Predict the reactants needed to synthesize the given product. (1) The reactants are: Cl.[NH2:2][C@H:3]([C:11]([O:13][CH2:14][CH2:15][O:16][C:17]1[CH:22]=[CH:21][C:20]([C:23]2[C:28]([C:29]#[N:30])=[C:27]([S:31][CH2:32][C:33]3[N:34]=[C:35]([C:38]4[CH:43]=[CH:42][C:41]([Cl:44])=[CH:40][CH:39]=4)[S:36][CH:37]=3)[N:26]=[C:25]([NH2:45])[C:24]=2[C:46]#[N:47])=[CH:19][CH:18]=1)=[O:12])[CH2:4][C:5]1[CH:10]=[CH:9][CH:8]=[CH:7][CH:6]=1.[CH3:48][S:49]([OH:52])(=[O:51])=[O:50]. Given the product [CH3:48][S:49]([OH:52])(=[O:51])=[O:50].[NH2:2][C@H:3]([C:11]([O:13][CH2:14][CH2:15][O:16][C:17]1[CH:18]=[CH:19][C:20]([C:23]2[C:28]([C:29]#[N:30])=[C:27]([S:31][CH2:32][C:33]3[N:34]=[C:35]([C:38]4[CH:43]=[CH:42][C:41]([Cl:44])=[CH:40][CH:39]=4)[S:36][CH:37]=3)[N:26]=[C:25]([NH2:45])[C:24]=2[C:46]#[N:47])=[CH:21][CH:22]=1)=[O:12])[CH2:4][C:5]1[CH:10]=[CH:9][CH:8]=[CH:7][CH:6]=1, predict the reactants needed to synthesize it. (2) Given the product [C:3]([OH:15])(=[O:2])[CH2:4][CH2:5][CH2:6][CH2:7][CH2:8][CH2:9][CH2:10][CH:11]=[CH:12][CH2:13][CH3:14], predict the reactants needed to synthesize it. The reactants are: C[O:2][C:3](=[O:15])[CH2:4][CH2:5][CH2:6][CH2:7][CH2:8][CH2:9][CH2:10][CH:11]=[CH:12][CH2:13][CH3:14].[OH-].[Na+]. (3) Given the product [Cl:1][C:2]1[CH:3]=[CH:4][C:5]2[N:9]=[N:8][N:7]([CH2:15][CH2:14][CH2:13][CH2:12][Cl:11])[C:6]=2[CH:10]=1, predict the reactants needed to synthesize it. The reactants are: [Cl:1][C:2]1[CH:3]=[CH:4][C:5]2[N:9]=[N:8][NH:7][C:6]=2[CH:10]=1.[Cl:11][CH2:12][CH2:13][CH2:14][CH2:15]Br. (4) Given the product [F:4][C:3]([F:6])([F:5])[C:1]([NH2:8])=[O:2].[NH:10]1[CH2:11][CH2:12][N:8]=[C:9]1[C:13]1[CH:14]=[CH:15][C:16]([CH2:19][CH2:20][NH:21][C:42]([C:39]2[CH:38]=[C:37]([CH:35]([N:34]([S:31]([C:27]3[C:26]([CH3:46])=[CH:25][C:24]([O:23][CH3:22])=[CH:29][C:28]=3[CH3:30])(=[O:33])=[O:32])[CH3:45])[CH3:36])[O:41][CH:40]=2)=[O:43])=[CH:17][CH:18]=1, predict the reactants needed to synthesize it. The reactants are: [C:1](O)([C:3]([F:6])([F:5])[F:4])=[O:2].[NH:8]1[CH2:12][CH2:11][N:10]=[C:9]1[C:13]1[CH:18]=[CH:17][C:16]([CH2:19][CH2:20][NH2:21])=[CH:15][CH:14]=1.[CH3:22][O:23][C:24]1[CH:29]=[C:28]([CH3:30])[C:27]([S:31]([N:34]([CH3:45])[CH:35]([C:37]2[O:41][CH:40]=[C:39]([C:42](O)=[O:43])[CH:38]=2)[CH3:36])(=[O:33])=[O:32])=[C:26]([CH3:46])[CH:25]=1.CCN=C=NCCCN(C)C.C1C=C2N=NN(O)C2=CC=1.O. (5) Given the product [Cl:25][C:20]1[CH:19]=[C:18]([CH:23]=[C:22]([Cl:24])[CH:21]=1)[CH2:17][N:8]([CH2:9][C:10]1[CH:11]=[CH:12][C:13]([F:16])=[CH:14][CH:15]=1)[C:6](=[O:7])[C:5]1[CH:26]=[CH:27][CH:28]=[C:3]([CH2:2][NH:1][CH2:34][C:33]2[CH:36]=[CH:37][C:30]([F:29])=[CH:31][CH:32]=2)[CH:4]=1, predict the reactants needed to synthesize it. The reactants are: [NH2:1][CH2:2][C:3]1[CH:4]=[C:5]([CH:26]=[CH:27][CH:28]=1)[C:6]([N:8]([CH2:17][C:18]1[CH:23]=[C:22]([Cl:24])[CH:21]=[C:20]([Cl:25])[CH:19]=1)[CH2:9][C:10]1[CH:15]=[CH:14][C:13]([F:16])=[CH:12][CH:11]=1)=[O:7].[F:29][C:30]1[CH:37]=[CH:36][C:33]([CH:34]=O)=[CH:32][CH:31]=1.C(O[BH-](OC(=O)C)OC(=O)C)(=O)C.[Na+].C([O-])(O)=O.[Na+]. (6) The reactants are: [CH3:1][O:2][C:3]1[C:4]([N+:21]([O-:23])=[O:22])=[CH:5][C:6]2[CH:12]([CH3:13])[CH2:11][N:10](C(=O)C(F)(F)F)[CH2:9][CH2:8][C:7]=2[N:20]=1.C([O-])([O-])=O.[K+].[K+].CO. Given the product [CH3:1][O:2][C:3]1[C:4]([N+:21]([O-:23])=[O:22])=[CH:5][C:6]2[CH:12]([CH3:13])[CH2:11][NH:10][CH2:9][CH2:8][C:7]=2[N:20]=1, predict the reactants needed to synthesize it. (7) The reactants are: [N:1]1[CH:6]=[CH:5][CH:4]=[CH:3][C:2]=1[CH2:7][C:8]#[N:9].[H-].[Na+].Cl[CH2:13][CH2:14][N:15]([CH2:17][CH2:18]Cl)[CH3:16]. Given the product [CH3:16][N:15]1[CH2:17][CH2:18][C:7]([C:2]2[CH:3]=[CH:4][CH:5]=[CH:6][N:1]=2)([C:8]#[N:9])[CH2:13][CH2:14]1, predict the reactants needed to synthesize it. (8) Given the product [N:1]1[C:10]2[C:5](=[CH:6][CH:7]=[CH:8][CH:9]=2)[C:4]([O:11][CH2:19][CH2:20][CH2:21][CH2:22][CH2:23][O:24][C:25]2[C:26](=[O:33])[CH:27]=[C:28]([CH2:31][OH:32])[O:29][CH:30]=2)=[N:3][CH:2]=1, predict the reactants needed to synthesize it. The reactants are: [N:1]1[C:10]2[C:5](=[CH:6][CH:7]=[CH:8][CH:9]=2)[C:4]([OH:11])=[N:3][CH:2]=1.C([O-])([O-])=O.[Cs+].[Cs+].Br[CH2:19][CH2:20][CH2:21][CH2:22][CH2:23][O:24][C:25]1[C:26](=[O:33])[CH:27]=[C:28]([CH2:31][OH:32])[O:29][CH:30]=1.O. (9) Given the product [OH:17][CH2:16][CH2:15][CH2:14][CH2:13][N:12]1[C:3](=[O:10])[C:4]2[C:9](=[CH:8][CH:7]=[CH:6][CH:5]=2)[C:1]1=[O:11], predict the reactants needed to synthesize it. The reactants are: [C:1]1(=[O:11])[C:9]2[C:4](=[CH:5][CH:6]=[CH:7][CH:8]=2)[C:3](=[O:10])O1.[NH2:12][CH2:13][CH2:14][CH2:15][CH2:16][OH:17].